From a dataset of Full USPTO retrosynthesis dataset with 1.9M reactions from patents (1976-2016). Predict the reactants needed to synthesize the given product. (1) Given the product [CH2:1]([O:8][C:9]1[CH:10]=[C:11]([C:15]2[C:23]3[C:22]([NH2:24])=[N:21][CH:20]=[N:19][C:18]=3[N:17]([C@H:25]3[CH2:30][CH2:29][C@@H:28]([NH:31][C:32]4[NH:37][CH2:36][CH2:35][CH2:34][N:33]=4)[CH2:27][CH2:26]3)[CH:16]=2)[CH:12]=[CH:13][CH:14]=1)[C:2]1[CH:3]=[CH:4][CH:5]=[CH:6][CH:7]=1, predict the reactants needed to synthesize it. The reactants are: [CH2:1]([O:8][C:9]1[CH:10]=[C:11]([C:15]2[C:23]3[C:22]([NH2:24])=[N:21][CH:20]=[N:19][C:18]=3[N:17]([C@H:25]3[CH2:30][CH2:29][C@@H:28]([NH:31][C:32]4[N:37]=[CH:36][CH:35]=[CH:34][N:33]=4)[CH2:27][CH2:26]3)[CH:16]=2)[CH:12]=[CH:13][CH:14]=1)[C:2]1[CH:7]=[CH:6][CH:5]=[CH:4][CH:3]=1. (2) Given the product [Br:1][C:2]1[CH:3]=[C:4]2[C:9](=[CH:10][CH:11]=1)[N:8]=[C:7]([C:12]1[O:13][CH:14]=[CH:15][CH:16]=1)[CH:6]=[C:5]2[C:17]([NH:38][C:36]1[CH:35]=[N:40][CH:33]=[CH:32][CH:37]=1)=[O:19], predict the reactants needed to synthesize it. The reactants are: [Br:1][C:2]1[CH:3]=[C:4]2[C:9](=[CH:10][CH:11]=1)[N:8]=[C:7]([C:12]1[O:13][CH:14]=[CH:15][CH:16]=1)[CH:6]=[C:5]2[C:17]([OH:19])=O.CCN=C=NCCCN(C)C.Cl.[CH:32]1[CH:33]=C[C:35]2[N:40](O)N=[N:38][C:36]=2[CH:37]=1.NC1C=NC=CC=1. (3) Given the product [Br:1][C:2]1[C:3]2=[N:9][C:11]([CH3:14])=[CH:12][N:8]=[C:4]2[CH:5]=[N:6][CH:7]=1, predict the reactants needed to synthesize it. The reactants are: [Br:1][C:2]1[C:3]([NH2:9])=[C:4]([NH2:8])[CH:5]=[N:6][CH:7]=1.O=[C:11]([CH3:14])[CH:12]=O.